This data is from Full USPTO retrosynthesis dataset with 1.9M reactions from patents (1976-2016). The task is: Predict the reactants needed to synthesize the given product. (1) Given the product [Cl:27][C:28]1[CH:36]=[CH:35][CH:34]=[C:33]2[C:29]=1[CH2:30][CH2:31][N:32]2[C:18](=[O:20])[CH2:17][C:5]1[N:4]([CH:1]2[CH2:3][CH2:2]2)[C:9](=[O:10])[CH:8]=[C:7]([N:11]2[CH2:16][CH2:15][O:14][CH2:13][CH2:12]2)[N:6]=1, predict the reactants needed to synthesize it. The reactants are: [CH:1]1([N:4]2[C:9](=[O:10])[CH:8]=[C:7]([N:11]3[CH2:16][CH2:15][O:14][CH2:13][CH2:12]3)[N:6]=[C:5]2[CH2:17][C:18]([O:20]CC)=O)[CH2:3][CH2:2]1.C[Al](C)C.[Cl:27][C:28]1[CH:36]=[CH:35][CH:34]=[C:33]2[C:29]=1[CH2:30][CH2:31][NH:32]2.CO. (2) Given the product [C:14]([NH:17][C:18]1[S:22][C:21]2[C:23]3[C:28]([CH2:29][CH2:30][C:20]=2[C:19]=1[C:33]([NH2:35])=[O:34])=[CH:27][C:26]([O:31][CH3:32])=[CH:25][CH:24]=3)(=[O:15])[CH3:3], predict the reactants needed to synthesize it. The reactants are: NC1SC2C3C(CC=2[C:3]=1[C:14](N)=[O:15])=CC=CC=3.[NH2:17][C:18]1[S:22][C:21]2[C:23]3[C:28]([CH2:29][CH2:30][C:20]=2[C:19]=1[C:33]([NH2:35])=[O:34])=[CH:27][C:26]([O:31][CH3:32])=[CH:25][CH:24]=3. (3) Given the product [C:24]1([C:2]2[CH:3]=[CH:4][C:5]3[N:6]([C:8]([C@@H:11]([O:13][C:14]4[C:15]5[O:23][CH:22]=[CH:21][C:16]=5[CH:17]=[N:18][C:19]=4[NH2:20])[CH3:12])=[N:9][N:10]=3)[N:7]=2)[CH:29]=[CH:28][CH:27]=[CH:26][CH:25]=1, predict the reactants needed to synthesize it. The reactants are: Cl[C:2]1[CH:3]=[CH:4][C:5]2[N:6]([C:8]([C@@H:11]([O:13][C:14]3[C:15]4[O:23][CH:22]=[CH:21][C:16]=4[CH:17]=[N:18][C:19]=3[NH2:20])[CH3:12])=[N:9][N:10]=2)[N:7]=1.[C:24]1(B(O)O)[CH:29]=[CH:28][CH:27]=[CH:26][CH:25]=1.C(=O)([O-])[O-].[K+].[K+].O1CCOCC1. (4) Given the product [Br:1][C:2]1[C:3]([O:20][CH2:18][CH3:17])=[N:4][CH:5]=[C:6]([CH:10]=1)[C:7]([O:25][CH2:24][CH3:23])=[O:8], predict the reactants needed to synthesize it. The reactants are: [Br:1][C:2]1[C:3](Cl)=[N:4][CH:5]=[C:6]([CH:10]=1)[C:7](Cl)=[O:8].BrC1C(Cl)=NC=[C:17](C=1)[C:18]([OH:20])=O.[C:23](Cl)(=O)[C:24](Cl)=[O:25]. (5) Given the product [CH2:34]([NH:30][C:29]([C:23]1[C:20]2[CH:21]=[N:22][C:17]([NH:15][C:13]3[CH:12]=[CH:11][N:10]=[C:9]([N:6]4[CH2:5][CH2:4][CH:3]([O:2][CH3:1])[CH2:8][CH2:7]4)[N:14]=3)=[CH:18][C:19]=2[N:25]([CH:26]([CH3:27])[CH3:28])[CH:24]=1)=[O:44])[CH3:35], predict the reactants needed to synthesize it. The reactants are: [CH3:1][O:2][CH:3]1[CH2:8][CH2:7][N:6]([C:9]2[N:14]=[C:13]([NH2:15])[CH:12]=[CH:11][N:10]=2)[CH2:5][CH2:4]1.Cl[C:17]1[N:22]=[CH:21][C:20]2[C:23]([C:29]3C=CN[N:30]=3)=[CH:24][N:25]([CH:26]([CH3:28])[CH3:27])[C:19]=2[CH:18]=1.[CH3:34][C:35](C)([O-])C.[Na+].CC([OH:44])(C)C. (6) Given the product [Cl:41][C:42]1[CH:43]=[CH:44][C:45]([C:48]2[CH:53]=[CH:52][C:51]([NH:54][CH2:15][C:17]3[CH:22]=[CH:21][CH:20]=[CH:19][C:18]=3[C:23]3[CH:24]=[CH:25][C:26]([C:29]([NH:31][CH2:32][CH2:33][C:34]([O:36][C:37]([CH3:40])([CH3:39])[CH3:38])=[O:35])=[O:30])=[N:27][CH:28]=3)=[CH:50][CH:49]=2)=[CH:46][CH:47]=1, predict the reactants needed to synthesize it. The reactants are: [BH-](OC(C)=O)(OC(C)=O)OC(C)=O.[Na+].[CH:15]([C:17]1[CH:22]=[CH:21][CH:20]=[CH:19][C:18]=1[C:23]1[CH:24]=[CH:25][C:26]([C:29]([NH:31][CH2:32][CH2:33][C:34]([O:36][C:37]([CH3:40])([CH3:39])[CH3:38])=[O:35])=[O:30])=[N:27][CH:28]=1)=O.[Cl:41][C:42]1[CH:47]=[CH:46][C:45]([C:48]2[CH:53]=[CH:52][C:51]([NH2:54])=[CH:50][CH:49]=2)=[CH:44][CH:43]=1.CC(O)=O.